From a dataset of Full USPTO retrosynthesis dataset with 1.9M reactions from patents (1976-2016). Predict the reactants needed to synthesize the given product. (1) The reactants are: CCCCCC.C([Li])CCC.Br[C:13]1[CH:14]=[CH:15][C:16]([Cl:19])=[N:17][CH:18]=1.[C:20](=O)([O-])[OH:21].[Na+]. Given the product [Cl:19][C:16]1[CH:15]=[CH:14][C:13]([CH:20]=[O:21])=[CH:18][N:17]=1, predict the reactants needed to synthesize it. (2) Given the product [C:1]1([CH2:7][O:8][C:9]2[CH:10]=[C:11]3[C:15](=[CH:16][CH:17]=2)[N:14]([S:24]([C:18]2[CH:23]=[CH:22][CH:21]=[CH:20][CH:19]=2)(=[O:26])=[O:25])[CH:13]=[CH:12]3)[CH:2]=[CH:3][CH:4]=[CH:5][CH:6]=1, predict the reactants needed to synthesize it. The reactants are: [C:1]1([CH2:7][O:8][C:9]2[CH:10]=[C:11]3[C:15](=[CH:16][CH:17]=2)[NH:14][CH:13]=[CH:12]3)[CH:6]=[CH:5][CH:4]=[CH:3][CH:2]=1.[C:18]1([S:24](Cl)(=[O:26])=[O:25])[CH:23]=[CH:22][CH:21]=[CH:20][CH:19]=1.[OH-].[Na+]. (3) The reactants are: [Br:1]N1C(=O)CCC1=O.C(=O)([O-])[O-].[K+].[K+].[CH3:15][O:16][C:17]([CH:19]=P(C1C=CC=CC=1)(C1C=CC=CC=1)C1C=CC=CC=1)=[O:18].[C:39]([O:43][C:44]([NH:46][C@H:47]([CH:51]=O)[CH:48]([CH3:50])[CH3:49])=[O:45])([CH3:42])([CH3:41])[CH3:40]. Given the product [Br:1]/[C:19](=[CH:51]\[CH:47]([NH:46][C:44]([O:43][C:39]([CH3:40])([CH3:41])[CH3:42])=[O:45])[CH:48]([CH3:49])[CH3:50])/[C:17]([O:16][CH3:15])=[O:18], predict the reactants needed to synthesize it.